Dataset: Catalyst prediction with 721,799 reactions and 888 catalyst types from USPTO. Task: Predict which catalyst facilitates the given reaction. (1) Reactant: C[O:2][C:3]1[C:12]([C:13]2[CH:18]=[CH:17][CH:16]=[CH:15][N:14]=2)=[CH:11][C:10]2[N:9]=[C:8]([C:19]3[CH:24]=[CH:23][CH:22]=[CH:21][CH:20]=3)[CH:7]=[N:6][C:5]=2[C:4]=1[C:25]([O:27]C)=[O:26].B(Br)(Br)Br.O. The catalyst class is: 4. Product: [OH:2][C:3]1[C:12]([C:13]2[CH:18]=[CH:17][CH:16]=[CH:15][N:14]=2)=[CH:11][C:10]2[N:9]=[C:8]([C:19]3[CH:24]=[CH:23][CH:22]=[CH:21][CH:20]=3)[CH:7]=[N:6][C:5]=2[C:4]=1[C:25]([OH:27])=[O:26]. (2) Reactant: Cl[C:2]1[N:3]=[CH:4][C:5]([C:8]([O:10][CH3:11])=[O:9])=[N:6][CH:7]=1.[CH3:12][N:13]1[CH:17]=[CH:16][C:15]([NH:18][C:19]([C:21]2[CH:31]=[C:30]([OH:32])[C:24]3[CH2:25][C:26]([CH3:29])([CH3:28])[O:27][C:23]=3[CH:22]=2)=[O:20])=[N:14]1.C([O-])([O-])=O.[Cs+].[Cs+]. Product: [CH3:11][O:10][C:8]([C:5]1[CH:4]=[N:3][C:2]([O:32][C:30]2[C:24]3[CH2:25][C:26]([CH3:28])([CH3:29])[O:27][C:23]=3[CH:22]=[C:21]([C:19](=[O:20])[NH:18][C:15]3[CH:16]=[CH:17][N:13]([CH3:12])[N:14]=3)[CH:31]=2)=[CH:7][N:6]=1)=[O:9]. The catalyst class is: 3. (3) Product: [Br:8][C:4]1[CH:3]=[C:2]([C:9]#[C:10][CH2:11][CH2:12][OH:13])[CH:7]=[CH:6][CH:5]=1. Reactant: I[C:2]1[CH:3]=[C:4]([Br:8])[CH:5]=[CH:6][CH:7]=1.[CH:9]#[C:10][CH2:11][CH2:12][OH:13].C(N(CC)CC)C.O. The catalyst class is: 654. (4) Product: [CH3:21][O:20][C:18](=[O:19])[CH2:17][N:5]1[C:4](=[O:7])[N:3]([CH2:8][C:9]2[CH:14]=[CH:13][CH:12]=[CH:11][C:10]=2[F:15])[C:2]([Br:1])=[N:6]1. Reactant: [Br:1][C:2]1[N:3]([CH2:8][C:9]2[CH:14]=[CH:13][CH:12]=[CH:11][C:10]=2[F:15])[C:4](=[O:7])[NH:5][N:6]=1.Cl[CH2:17][C:18]([O:20][CH3:21])=[O:19].C(=O)([O-])[O-].[K+].[K+].Cl. The catalyst class is: 115.